Dataset: NCI-60 drug combinations with 297,098 pairs across 59 cell lines. Task: Regression. Given two drug SMILES strings and cell line genomic features, predict the synergy score measuring deviation from expected non-interaction effect. (1) Drug 1: CC1=C(C=C(C=C1)C(=O)NC2=CC(=CC(=C2)C(F)(F)F)N3C=C(N=C3)C)NC4=NC=CC(=N4)C5=CN=CC=C5. Drug 2: CC1CCCC2(C(O2)CC(NC(=O)CC(C(C(=O)C(C1O)C)(C)C)O)C(=CC3=CSC(=N3)C)C)C. Cell line: HCT-15. Synergy scores: CSS=40.4, Synergy_ZIP=7.71, Synergy_Bliss=7.47, Synergy_Loewe=-31.3, Synergy_HSA=2.37. (2) Drug 1: C1=CC(=CC=C1CCC2=CNC3=C2C(=O)NC(=N3)N)C(=O)NC(CCC(=O)O)C(=O)O. Drug 2: C1CCC(CC1)NC(=O)N(CCCl)N=O. Cell line: SNB-19. Synergy scores: CSS=51.0, Synergy_ZIP=-13.7, Synergy_Bliss=-6.05, Synergy_Loewe=-4.71, Synergy_HSA=-1.01. (3) Drug 1: CN(C)N=NC1=C(NC=N1)C(=O)N. Drug 2: CC1C(C(=O)NC(C(=O)N2CCCC2C(=O)N(CC(=O)N(C(C(=O)O1)C(C)C)C)C)C(C)C)NC(=O)C3=C4C(=C(C=C3)C)OC5=C(C(=O)C(=C(C5=N4)C(=O)NC6C(OC(=O)C(N(C(=O)CN(C(=O)C7CCCN7C(=O)C(NC6=O)C(C)C)C)C)C(C)C)C)N)C. Cell line: OVCAR-4. Synergy scores: CSS=5.50, Synergy_ZIP=3.13, Synergy_Bliss=6.20, Synergy_Loewe=5.64, Synergy_HSA=5.26. (4) Drug 1: CN(C)N=NC1=C(NC=N1)C(=O)N. Drug 2: CN(CCCl)CCCl.Cl. Cell line: SK-MEL-2. Synergy scores: CSS=-7.49, Synergy_ZIP=3.55, Synergy_Bliss=2.49, Synergy_Loewe=-3.86, Synergy_HSA=-3.72. (5) Drug 1: C1=CC=C(C(=C1)C(C2=CC=C(C=C2)Cl)C(Cl)Cl)Cl. Drug 2: CC1=C(C(=O)C2=C(C1=O)N3CC4C(C3(C2COC(=O)N)OC)N4)N. Cell line: A498. Synergy scores: CSS=31.6, Synergy_ZIP=-8.34, Synergy_Bliss=0.610, Synergy_Loewe=-54.4, Synergy_HSA=0.231. (6) Drug 1: CC1=C2C(C(=O)C3(C(CC4C(C3C(C(C2(C)C)(CC1OC(=O)C(C(C5=CC=CC=C5)NC(=O)OC(C)(C)C)O)O)OC(=O)C6=CC=CC=C6)(CO4)OC(=O)C)O)C)O. Drug 2: CN(C(=O)NC(C=O)C(C(C(CO)O)O)O)N=O. Cell line: K-562. Synergy scores: CSS=47.7, Synergy_ZIP=-7.91, Synergy_Bliss=-11.4, Synergy_Loewe=-6.62, Synergy_HSA=-6.61. (7) Drug 1: C1=NC2=C(N1)C(=S)N=C(N2)N. Drug 2: CC1=C(C=C(C=C1)NC(=O)C2=CC=C(C=C2)CN3CCN(CC3)C)NC4=NC=CC(=N4)C5=CN=CC=C5. Cell line: M14. Synergy scores: CSS=39.2, Synergy_ZIP=-0.530, Synergy_Bliss=3.57, Synergy_Loewe=-9.37, Synergy_HSA=0.650. (8) Drug 1: C1=NC2=C(N=C(N=C2N1C3C(C(C(O3)CO)O)F)Cl)N. Drug 2: C(CCl)NC(=O)N(CCCl)N=O. Cell line: SK-MEL-28. Synergy scores: CSS=20.4, Synergy_ZIP=-6.72, Synergy_Bliss=-1.85, Synergy_Loewe=-12.5, Synergy_HSA=-0.898.